The task is: Predict the reactants needed to synthesize the given product.. This data is from Full USPTO retrosynthesis dataset with 1.9M reactions from patents (1976-2016). (1) The reactants are: Br[C:2]1[CH:3]=[C:4]([N:8]2[C:12]3[CH:13]=[C:14]([C:16]([O:18][CH2:19][CH3:20])=[O:17])[NH:15][C:11]=3[N:10]=[CH:9]2)[CH:5]=[CH:6][CH:7]=1.BrC1C=C(C=CC=1)N.[S:29]1[CH:33]=[CH:32][C:31](B(O)O)=[CH:30]1. Given the product [S:29]1[CH:33]=[CH:32][C:31]([C:2]2[CH:3]=[C:4]([N:8]3[C:12]4[CH:13]=[C:14]([C:16]([O:18][CH2:19][CH3:20])=[O:17])[NH:15][C:11]=4[N:10]=[CH:9]3)[CH:5]=[CH:6][CH:7]=2)=[CH:30]1, predict the reactants needed to synthesize it. (2) The reactants are: [CH2:1]([N:8]1[CH2:13][CH2:12][CH:11]([NH2:14])[CH2:10][CH2:9]1)[C:2]1[CH:7]=[CH:6][CH:5]=[CH:4][CH:3]=1.[F:15][C:16]1[CH:24]=[CH:23][C:19]([C:20](Cl)=[O:21])=[CH:18][CH:17]=1. Given the product [CH2:1]([N:8]1[CH2:13][CH2:12][CH:11]([NH:14][C:20](=[O:21])[C:19]2[CH:23]=[CH:24][C:16]([F:15])=[CH:17][CH:18]=2)[CH2:10][CH2:9]1)[C:2]1[CH:3]=[CH:4][CH:5]=[CH:6][CH:7]=1, predict the reactants needed to synthesize it. (3) Given the product [Br:36][C:3]1[CH:4]=[C:5]([C:7]([NH:44][CH:45]([CH2:55][C:56]2[CH:57]=[CH:58][CH:59]=[CH:60][CH:61]=2)[CH2:46][NH:47][C:48](=[O:54])[O:49][C:50]([CH3:53])([CH3:51])[CH3:52])=[O:9])[S:6][C:2]=1[Cl:1], predict the reactants needed to synthesize it. The reactants are: [Cl:1][C:2]1[S:6][C:5]([C:7]([OH:9])=O)=[CH:4][C:3]=1C.C(N(C(C)C)CC)(C)C.C1CN([P+]([Br:36])(N2CCCC2)N2CCCC2)CC1.F[P-](F)(F)(F)(F)F.[NH2:44][CH:45]([CH2:55][C:56]1[CH:61]=[CH:60][CH:59]=[CH:58][CH:57]=1)[CH2:46][NH:47][C:48](=[O:54])[O:49][C:50]([CH3:53])([CH3:52])[CH3:51]. (4) Given the product [NH2:1][C:2](=[S:35])[CH2:3][CH2:4][C@@H:5]([NH:17][C:18](=[O:24])[O:19][C:20]([CH3:23])([CH3:22])[CH3:21])[CH2:6][C:7]1[CH:12]=[CH:11][C:10]([C:13]([F:16])([F:15])[F:14])=[CH:9][CH:8]=1, predict the reactants needed to synthesize it. The reactants are: [NH2:1][C:2](=O)[CH2:3][CH2:4][C@@H:5]([NH:17][C:18](=[O:24])[O:19][C:20]([CH3:23])([CH3:22])[CH3:21])[CH2:6][C:7]1[CH:12]=[CH:11][C:10]([C:13]([F:16])([F:15])[F:14])=[CH:9][CH:8]=1.COC1C=CC(P2(SP(C3C=CC(OC)=CC=3)(=S)S2)=[S:35])=CC=1. (5) Given the product [Br:13][C:7]1[C:6]2[C:2]3[NH:1][CH:16]([C:17]4[N:18]=[C:19]([NH:22][C:23](=[O:27])[CH:24]([CH3:26])[CH3:25])[S:20][CH:21]=4)[CH2:15][C:14](=[O:28])[C:3]=3[O:4][C:5]=2[CH:10]=[CH:9][C:8]=1[O:11][CH3:12], predict the reactants needed to synthesize it. The reactants are: [NH2:1][C:2]1[C:6]2[C:7]([Br:13])=[C:8]([O:11][CH3:12])[CH:9]=[CH:10][C:5]=2[O:4][C:3]=1[C:14](=[O:28])[CH:15]=[CH:16][C:17]1[N:18]=[C:19]([NH:22][C:23](=[O:27])[CH:24]([CH3:26])[CH3:25])[S:20][CH:21]=1.CC#N.CC(O)=O.OP(O)(O)=O.